From a dataset of Full USPTO retrosynthesis dataset with 1.9M reactions from patents (1976-2016). Predict the reactants needed to synthesize the given product. (1) Given the product [CH3:18][O:19][C:20]1[CH:27]=[CH:26][C:23]([CH2:24][NH:25][C:2]2[C:7]3[N:8]=[C:9]4[N:14]([C:6]=3[C:5]([CH3:16])=[C:4]([CH3:17])[N:3]=2)[C@@H:13]([CH3:15])[CH2:12][O:11][CH2:10]4)=[CH:22][CH:21]=1, predict the reactants needed to synthesize it. The reactants are: Cl[C:2]1[C:7]2[N:8]=[C:9]3[N:14]([C:6]=2[C:5]([CH3:16])=[C:4]([CH3:17])[N:3]=1)[C@@H:13]([CH3:15])[CH2:12][O:11][CH2:10]3.[CH3:18][O:19][C:20]1[CH:27]=[CH:26][C:23]([CH2:24][NH2:25])=[CH:22][CH:21]=1.Cl.N1C=CC=CC=1.C(Cl)(Cl)Cl. (2) Given the product [CH3:31][S:28]([C:23]1[CH:24]=[CH:25][CH:26]=[CH:27][C:22]=1[S:19]([NH:11][C:8]1[CH:9]=[C:10]2[C:5](=[CH:6][CH:7]=1)[NH:4][N:3]=[C:2]2[C:47]1[NH:46][C:54]2=[N:53][CH:52]=[CH:51][CH:50]=[C:49]2[CH:48]=1)(=[O:20])=[O:21])(=[O:30])=[O:29], predict the reactants needed to synthesize it. The reactants are: I[C:2]1[C:10]2[C:5](=[CH:6][CH:7]=[C:8]([N:11]([S:19]([C:22]3[CH:27]=[CH:26][CH:25]=[CH:24][C:23]=3[S:28]([CH3:31])(=[O:30])=[O:29])(=[O:21])=[O:20])C(OC(C)(C)C)=O)[CH:9]=2)[N:4](C(OC(C)(C)C)=O)[N:3]=1.C(OC([N:46]1[C:54]2[C:49](=[CH:50][CH:51]=[CH:52][N:53]=2)[CH:48]=[C:47]1B(O)O)=O)(C)(C)C.C(=O)([O-])O.[Na+]. (3) Given the product [F:31][CH:32]([F:37])[S:33]([N:7]1[CH2:8][CH:9]([C:11]2[N:16]=[CH:15][C:14]([N:17]([CH3:28])[C:18]3[N:23]=[CH:22][C:21]4[N:24]=[CH:25][N:26]([CH3:27])[C:20]=4[CH:19]=3)=[C:13]([CH2:29][CH3:30])[CH:12]=2)[CH2:10]1)(=[O:35])=[O:34], predict the reactants needed to synthesize it. The reactants are: N1C=CC=CC=1.[NH:7]1[CH2:10][CH:9]([C:11]2[N:16]=[CH:15][C:14]([N:17]([CH3:28])[C:18]3[N:23]=[CH:22][C:21]4[N:24]=[CH:25][N:26]([CH3:27])[C:20]=4[CH:19]=3)=[C:13]([CH2:29][CH3:30])[CH:12]=2)[CH2:8]1.[F:31][CH:32]([F:37])[S:33](Cl)(=[O:35])=[O:34].